This data is from Forward reaction prediction with 1.9M reactions from USPTO patents (1976-2016). The task is: Predict the product of the given reaction. (1) The product is: [C:1]([O:5][C:6]([N:8]1[CH2:13][CH2:12][N:11]([C:14]2[CH:19]=[CH:18][CH:17]=[C:16]([NH:20][S:24]([CH2:23][Cl:22])(=[O:26])=[O:25])[C:15]=2[OH:21])[CH2:10][CH2:9]1)=[O:7])([CH3:4])([CH3:2])[CH3:3]. Given the reactants [C:1]([O:5][C:6]([N:8]1[CH2:13][CH2:12][N:11]([C:14]2[CH:19]=[CH:18][CH:17]=[C:16]([NH2:20])[C:15]=2[OH:21])[CH2:10][CH2:9]1)=[O:7])([CH3:4])([CH3:3])[CH3:2].[Cl:22][CH2:23][S:24](Cl)(=[O:26])=[O:25].N1C=CC=CC=1, predict the reaction product. (2) The product is: [C:1]([C:5]1[CH:6]=[C:7]([N:15]2[C:19]([CH:20]([CH:5]3[CH2:6][CH2:7][CH2:8][CH2:9][CH2:10]3)[OH:21])=[C:18]([CH3:22])[C:17]([C:23]([O:25][CH2:26][CH3:27])=[O:24])=[CH:16]2)[CH:8]=[C:9]([C:11]2([CH3:14])[CH2:13][CH2:12]2)[CH:10]=1)([CH3:2])([CH3:3])[CH3:4]. Given the reactants [C:1]([C:5]1[CH:6]=[C:7]([N:15]2[C:19]([CH:20]=[O:21])=[C:18]([CH3:22])[C:17]([C:23]([O:25][CH2:26][CH3:27])=[O:24])=[CH:16]2)[CH:8]=[C:9]([C:11]2([CH3:14])[CH2:13][CH2:12]2)[CH:10]=1)([CH3:4])([CH3:3])[CH3:2], predict the reaction product.